This data is from Reaction yield outcomes from USPTO patents with 853,638 reactions. The task is: Predict the reaction yield, written as a fraction of the theoretical maximum amount of product (1.0 means a 100% yield; for example, 0.34 means a 34% yield). (1) The reactants are I.[Cl:2][C:3]1[CH:4]=[C:5]([NH:10][C:11](=[NH:14])SC)[CH:6]=[CH:7][C:8]=1[CH3:9].CS(O)(=O)=O.[NH2:20][CH2:21][C:22]1[CH:23]=[C:24]2[C:28](=[CH:29][CH:30]=1)[C:27](=[O:31])[N:26]([CH:32]1[CH2:37][CH2:36][C:35](=[O:38])[NH:34][C:33]1=[O:39])[CH2:25]2.CCN(C(C)C)C(C)C. The catalyst is CN(C=O)C. The product is [ClH:2].[Cl:2][C:3]1[CH:4]=[C:5]([NH:10][C:11]([NH:20][CH2:21][C:22]2[CH:23]=[C:24]3[C:28](=[CH:29][CH:30]=2)[C:27](=[O:31])[N:26]([CH:32]2[CH2:37][CH2:36][C:35](=[O:38])[NH:34][C:33]2=[O:39])[CH2:25]3)=[NH:14])[CH:6]=[CH:7][C:8]=1[CH3:9]. The yield is 0.270. (2) The reactants are [CH2:1]([O:3][C:4]([C:6]1[N:7]=[N:8][N:9](CC2C=CC(OC)=CC=2)[C:10]=1[C:11]([F:14])([F:13])[F:12])=[O:5])[CH3:2].C(OC(C1N(CC2C=CC(OC)=CC=2)N=NC=1C(F)(F)F)=O)C. The catalyst is FC(F)(F)C(O)=O. The product is [CH2:1]([O:3][C:4]([C:6]1[C:10]([C:11]([F:13])([F:14])[F:12])=[N:9][NH:8][N:7]=1)=[O:5])[CH3:2]. The yield is 0.966. (3) The reactants are C([O:5][C:6]([N:8]1[CH2:14][CH2:13][C:12]2[C:15]([S:20][CH2:21][CH2:22][CH2:23][N:24]3[C:28]4[CH:29]=[CH:30][CH:31]=[CH:32][C:27]=4[NH:26][C:25]3=[O:33])=[C:16]([Cl:19])[CH:17]=[CH:18][C:11]=2[CH2:10][CH2:9]1)=[O:7])(C)(C)C.[C:34]([OH:40])([C:36](F)(F)F)=[O:35].Cl[CH2:42]Cl. No catalyst specified. The product is [C:6]([OH:5])(=[O:7])[CH2:42][CH2:36][C:34]([OH:40])=[O:35].[Cl:19][C:16]1[CH:17]=[CH:18][C:11]2[CH2:10][CH2:9][NH:8][CH2:14][CH2:13][C:12]=2[C:15]=1[S:20][CH2:21][CH2:22][CH2:23][N:24]1[C:28]2[CH:29]=[CH:30][CH:31]=[CH:32][C:27]=2[NH:26][C:25]1=[O:33]. The yield is 0.700. (4) The reactants are [S:1]1[C:5]2[CH:6]=[CH:7][CH:8]=[CH:9][C:4]=2[N:3]=[C:2]1[NH2:10].[CH3:11][O:12][CH2:13][CH2:14][Br:15]. No catalyst specified. The product is [BrH:15].[CH3:11][O:12][CH2:13][CH2:14][N:3]1[C:4]2[CH:9]=[CH:8][CH:7]=[CH:6][C:5]=2[S:1][C:2]1=[NH:10]. The yield is 0.820. (5) The reactants are Cl[C:2]1[N:7]=[C:6]([C:8]([O:10]CC)=O)[C:5]([N+:13]([O-])=O)=[C:4]([N:16]([CH2:23][C:24]([O:26]CC)=O)[C:17]2[CH:22]=[CH:21][CH:20]=[CH:19][CH:18]=2)[N:3]=1.Cl[C:30]1N=[C:34]([C:36](OCC)=O)[C:33]([N+]([O-])=O)=[C:32](Cl)[N:31]=1.C1([NH:51]CC(OCC)=O)C=CC=CC=1.C(N(C(C)C)CC)(C)C.C(=O)(O)[O-].[Na+]. The catalyst is O1CCCC1. The product is [O:26]=[C:24]1[CH2:23][N:16]([C:17]2[CH:18]=[CH:19][CH:20]=[CH:21][CH:22]=2)[C:4]2[N:3]=[C:2]([C:34]3[CH:36]=[CH:30][N:31]=[CH:32][CH:33]=3)[N:7]=[C:6]([C:8]([NH2:51])=[O:10])[C:5]=2[NH:13]1. The yield is 0.410. (6) The reactants are [F:1][C:2]1[N:7]=[CH:6][C:5]([C:8]([OH:10])=[O:9])=[C:4]([CH3:11])[CH:3]=1.[CH:12]1([CH2:15]O)[CH2:14][CH2:13]1.Cl.CN(C)CCCN=C=NCC. The catalyst is CN(C)C1C=CN=CC=1.CN(C=O)C.C(OCC)(=O)C. The product is [F:1][C:2]1[N:7]=[CH:6][C:5]([C:8]([O:10][CH2:15][CH:12]2[CH2:14][CH2:13]2)=[O:9])=[C:4]([CH3:11])[CH:3]=1. The yield is 0.580.